Dataset: Forward reaction prediction with 1.9M reactions from USPTO patents (1976-2016). Task: Predict the product of the given reaction. Given the reactants [CH2:1]([O:8][C:9]1[CH:10]=[C:11]2[C:16](=[CH:17][C:18]=1[O:19][CH3:20])[CH:15]=[N:14][CH:13]([CH:21]([CH3:23])[CH3:22])[CH2:12]2)[C:2]1[CH:7]=[CH:6][CH:5]=[CH:4][CH:3]=1.C(O[CH:27]=[C:28]([C:34](=[O:36])[CH3:35])[C:29]([O:31][CH2:32][CH3:33])=[O:30])C, predict the reaction product. The product is: [CH2:1]([O:8][C:9]1[C:18]([O:19][CH3:20])=[CH:17][C:16]2[CH:15]3[N:14]([CH:13]([CH:21]([CH3:23])[CH3:22])[CH2:12][C:11]=2[CH:10]=1)[CH:27]=[C:28]([C:29]([O:31][CH2:32][CH3:33])=[O:30])[C:34](=[O:36])[CH2:35]3)[C:2]1[CH:7]=[CH:6][CH:5]=[CH:4][CH:3]=1.